Dataset: Full USPTO retrosynthesis dataset with 1.9M reactions from patents (1976-2016). Task: Predict the reactants needed to synthesize the given product. (1) Given the product [OH:14][C@H:5]([CH2:6][CH2:7][C:8]1[CH:13]=[CH:12][CH:11]=[CH:10][CH:9]=1)[C:4]([OH:15])=[O:3], predict the reactants needed to synthesize it. The reactants are: C([O:3][C:4](=[O:15])[C@H:5]([OH:14])[CH2:6][CH2:7][C:8]1[CH:13]=[CH:12][CH:11]=[CH:10][CH:9]=1)C.[OH-].[Na+]. (2) Given the product [Cl:1][C:2]1[N:3]=[C:4]([NH:16][C:14]2[S:15][C:11]([CH3:10])=[CH:12][N:13]=2)[CH:5]=[C:6]([Cl:8])[N:7]=1, predict the reactants needed to synthesize it. The reactants are: [Cl:1][C:2]1[N:7]=[C:6]([Cl:8])[CH:5]=[C:4](Cl)[N:3]=1.[CH3:10][C:11]1[S:15][C:14]([NH2:16])=[N:13][CH:12]=1.[H-].[Na+].